This data is from Forward reaction prediction with 1.9M reactions from USPTO patents (1976-2016). The task is: Predict the product of the given reaction. Given the reactants Br[C:2]1[S:6][C:5]([C:7]2[N:11]3[N:12]=[C:13]([CH3:21])[CH:14]=[C:15]([CH:16]([CH2:19][CH3:20])[CH2:17][CH3:18])[C:10]3=[N:9][C:8]=2[CH3:22])=[C:4]([CH3:23])[CH:3]=1.[Br-].[S:25]1[CH:29]=[CH:28][N:27]=[C:26]1[Zn+].C1COCC1, predict the reaction product. The product is: [CH2:17]([CH:16]([C:15]1[C:10]2[N:11]([C:7]([C:5]3[S:6][C:2]([C:26]4[S:25][CH:29]=[CH:28][N:27]=4)=[CH:3][C:4]=3[CH3:23])=[C:8]([CH3:22])[N:9]=2)[N:12]=[C:13]([CH3:21])[CH:14]=1)[CH2:19][CH3:20])[CH3:18].